This data is from Full USPTO retrosynthesis dataset with 1.9M reactions from patents (1976-2016). The task is: Predict the reactants needed to synthesize the given product. Given the product [Br:1][CH:2]([CH2:6][CH3:7])[C:3]([C:18]1[S:17][C:16]2[CH:20]=[CH:21][C:13]([Cl:12])=[CH:14][C:15]=2[CH:19]=1)=[O:4], predict the reactants needed to synthesize it. The reactants are: [Br:1][CH:2]([CH2:6][CH3:7])[C:3](Cl)=[O:4].[Cl-].[Al+3].[Cl-].[Cl-].[Cl:12][C:13]1[CH:21]=[CH:20][C:16]2[S:17][CH:18]=[CH:19][C:15]=2[CH:14]=1.